This data is from NCI-60 drug combinations with 297,098 pairs across 59 cell lines. The task is: Regression. Given two drug SMILES strings and cell line genomic features, predict the synergy score measuring deviation from expected non-interaction effect. (1) Drug 1: C1=NC2=C(N1)C(=S)N=C(N2)N. Drug 2: CN(C(=O)NC(C=O)C(C(C(CO)O)O)O)N=O. Cell line: HCT116. Synergy scores: CSS=36.9, Synergy_ZIP=-1.64, Synergy_Bliss=-3.22, Synergy_Loewe=-12.4, Synergy_HSA=-1.56. (2) Drug 1: C1=NC2=C(N=C(N=C2N1C3C(C(C(O3)CO)O)O)F)N. Synergy scores: CSS=-1.46, Synergy_ZIP=-0.334, Synergy_Bliss=-2.37, Synergy_Loewe=-1.37, Synergy_HSA=-2.36. Cell line: IGROV1. Drug 2: CC(C)CN1C=NC2=C1C3=CC=CC=C3N=C2N. (3) Drug 1: CN(CC1=CN=C2C(=N1)C(=NC(=N2)N)N)C3=CC=C(C=C3)C(=O)NC(CCC(=O)O)C(=O)O. Drug 2: C1=CN(C(=O)N=C1N)C2C(C(C(O2)CO)O)O.Cl. Cell line: NCI-H226. Synergy scores: CSS=10.6, Synergy_ZIP=-6.41, Synergy_Bliss=-4.83, Synergy_Loewe=-8.62, Synergy_HSA=-3.91.